Dataset: Catalyst prediction with 721,799 reactions and 888 catalyst types from USPTO. Task: Predict which catalyst facilitates the given reaction. (1) Reactant: O.C1(C)C=CC(C([C@](C(O)=O)(O)[C@](C(C2C=CC(C)=CC=2)=O)(O)C(O)=O)=O)=CC=1.[CH2:30]([N:33]1[C:37]([CH2:38][S@@:39]([C:41]2[CH:47]=[CH:46][C:44]([NH2:45])=[CH:43][CH:42]=2)=[O:40])=[CH:36][N:35]=[CH:34]1)[CH2:31][CH3:32]. Product: [CH2:30]([N:33]1[C:37]([CH2:38][S@@:39]([C:41]2[CH:42]=[CH:43][C:44]([NH2:45])=[CH:46][CH:47]=2)=[O:40])=[CH:36][N:35]=[CH:34]1)[CH2:31][CH3:32]. The catalyst class is: 13. (2) Reactant: [CH2:1]([O:5][CH2:6][C:7]1[CH:12]=[CH:11][C:10]([CH2:13][C:14](Cl)=[N:15][OH:16])=[CH:9][CH:8]=1)[CH2:2][CH2:3][CH3:4].[C:18]([C:20]1[C:21]([NH2:26])=[N:22][CH:23]=[CH:24][CH:25]=1)#[CH:19].C(N(CC)CC)C. Product: [CH2:1]([O:5][CH2:6][C:7]1[CH:12]=[CH:11][C:10]([CH2:13][C:14]2[CH:19]=[C:18]([C:20]3[C:21]([NH2:26])=[N:22][CH:23]=[CH:24][CH:25]=3)[O:16][N:15]=2)=[CH:9][CH:8]=1)[CH2:2][CH2:3][CH3:4]. The catalyst class is: 7. (3) Reactant: C(OP([CH:9]([C:21]#[N:22])[CH:10]([CH:15]1[CH2:20][CH2:19][O:18][CH2:17][CH2:16]1)[CH2:11][CH2:12][CH:13]=[CH2:14])(=O)OCC)C.[N+:23]([C:26]1[CH:33]=[CH:32][C:31]([O:34][C:35]2[CH:40]=[CH:39][CH:38]=[CH:37][CH:36]=2)=[CH:30][C:27]=1[CH:28]=O)([O-])=O.[Cl-].[NH4+]. Product: [O:34]([C:31]1[CH:30]=[C:27]2[C:26](=[CH:33][CH:32]=1)[N:23]=[C:21]([NH2:22])[C:9]([CH:10]([CH:15]1[CH2:16][CH2:17][O:18][CH2:19][CH2:20]1)[CH2:11][CH2:12][CH:13]=[CH2:14])=[CH:28]2)[C:35]1[CH:36]=[CH:37][CH:38]=[CH:39][CH:40]=1. The catalyst class is: 1. (4) Reactant: C(NC(C)C)(C)C.[Li]CCCC.[C:13]([O:16][C:17]([CH3:20])([CH3:19])[CH3:18])(=[O:15])[CH3:14].[C:21]1([C:27]([C:43]2[CH:48]=[CH:47][CH:46]=[CH:45][CH:44]=2)([C:37]2[CH:42]=[CH:41][CH:40]=[CH:39][CH:38]=2)[O:28][CH2:29][C@@H:30]([OH:36])[CH2:31][C:32](OC)=[O:33])[CH:26]=[CH:25][CH:24]=[CH:23][CH:22]=1. Product: [C:21]1([C:27]([C:43]2[CH:48]=[CH:47][CH:46]=[CH:45][CH:44]=2)([C:37]2[CH:38]=[CH:39][CH:40]=[CH:41][CH:42]=2)[O:28][CH2:29][C@@H:30]([OH:36])[CH2:31][C:32](=[O:33])[CH2:14][C:13]([O:16][C:17]([CH3:20])([CH3:19])[CH3:18])=[O:15])[CH:22]=[CH:23][CH:24]=[CH:25][CH:26]=1. The catalyst class is: 20. (5) Reactant: [Al](OS(C(F)(F)F)(=O)=O)(OS(C(F)(F)F)(=O)=O)OS(C(F)(F)F)(=O)=O.[NH2:26][CH2:27][C:28]1[CH:29]=[C:30]([CH:36]=[CH:37][CH:38]=1)[N:31]([CH2:34][CH3:35])[CH2:32][CH3:33].[O:39]1[CH2:41][C@@H:40]1[C@@H:42]([NH:50][C:51](=[O:57])[O:52][C:53]([CH3:56])([CH3:55])[CH3:54])[CH2:43][C:44]1[CH:49]=[CH:48][CH:47]=[CH:46][CH:45]=1. The catalyst class is: 161. Product: [CH2:34]([N:31]([CH2:32][CH3:33])[C:30]1[CH:29]=[C:28]([CH:38]=[CH:37][CH:36]=1)[CH2:27][NH:26][CH2:41][C@@H:40]([OH:39])[C@@H:42]([NH:50][C:51](=[O:57])[O:52][C:53]([CH3:55])([CH3:54])[CH3:56])[CH2:43][C:44]1[CH:49]=[CH:48][CH:47]=[CH:46][CH:45]=1)[CH3:35]. (6) The catalyst class is: 19. Reactant: C([O:8][C:9]1[CH:14]=[CH:13][C:12]([CH:15]2[CH2:20][O:19][C:18]([CH3:22])([CH3:21])[O:17][CH2:16]2)=[CH:11][CH:10]=1)C1C=CC=CC=1.C([O-])=O.[NH4+]. Product: [CH3:21][C:18]1([CH3:22])[O:17][CH2:16][CH:15]([C:12]2[CH:13]=[CH:14][C:9]([OH:8])=[CH:10][CH:11]=2)[CH2:20][O:19]1. (7) Reactant: [F:1][C:2]1[CH:24]=[C:23]([F:25])[CH:22]=[CH:21][C:3]=1[O:4][C:5]1[N:10]=[C:9]2[N:11](C(O)=O)[N:12]=[C:13]([O:14][CH:15]([CH3:17])[CH3:16])[C:8]2=[CH:7][N:6]=1.C(C(O)=O)(F)(F)F. Product: [F:1][C:2]1[CH:24]=[C:23]([F:25])[CH:22]=[CH:21][C:3]=1[O:4][C:5]1[N:10]=[C:9]2[NH:11][N:12]=[C:13]([O:14][CH:15]([CH3:17])[CH3:16])[C:8]2=[CH:7][N:6]=1. The catalyst class is: 2. (8) Reactant: Cl.[CH3:2][O:3][C:4]([CH:6]1[C:11](=[O:12])[CH2:10][CH2:9][NH:8][CH2:7]1)=[O:5].C(=O)([O-])[O-].[Na+].[Na+].[C:19](O[C:19]([O:21][C:22]([CH3:25])([CH3:24])[CH3:23])=[O:20])([O:21][C:22]([CH3:25])([CH3:24])[CH3:23])=[O:20]. Product: [CH3:2][O:3][C:4]([CH:6]1[C:11](=[O:12])[CH2:10][CH2:9][N:8]([C:19]([O:21][C:22]([CH3:25])([CH3:24])[CH3:23])=[O:20])[CH2:7]1)=[O:5]. The catalyst class is: 90. (9) Reactant: [CH2:1]([O:3][C:4](=[O:16])/[CH:5]=[C:6]1\[CH2:7][CH2:8][O:9][C:10]2[C:15]\1=[CH:14][CH:13]=[CH:12][CH:11]=2)[CH3:2].C(OC(=O)/C=C1/CCOC2C/1=CC=CC=2)C. Product: [CH2:1]([O:3][C:4](=[O:16])[CH2:5][CH:6]1[C:15]2[C:10](=[CH:11][CH:12]=[CH:13][CH:14]=2)[O:9][CH2:8][CH2:7]1)[CH3:2]. The catalyst class is: 50.